From a dataset of Catalyst prediction with 721,799 reactions and 888 catalyst types from USPTO. Predict which catalyst facilitates the given reaction. (1) Product: [Br:1][C:2]1[CH:8]=[CH:7][C:5]([NH:6][C:15](=[O:17])[CH2:11][C:12]([NH:6][C:5]2[CH:7]=[CH:8][C:2]([Br:1])=[CH:3][CH:4]=2)=[O:14])=[CH:4][CH:3]=1. Reactant: [Br:1][C:2]1[CH:8]=[CH:7][C:5]([NH2:6])=[CH:4][CH:3]=1.C([C:11](CC)([C:15]([O-:17])=O)[C:12]([O-:14])=O)C. The catalyst class is: 8. (2) Reactant: [CH:1]1([N:4]2[C:13]3[C:8](=[CH:9][C:10]([F:17])=[C:11]([F:16])[C:12]=3[O:14][CH3:15])[C:7](=[O:18])[C:6]([C:19]([OH:21])=[O:20])=[CH:5]2)[CH2:3][CH2:2]1.[B:22](F)([F:24])[F:23].CCOCC.CCOCC. Product: [F:23][B:22]([O:20][C:19]([C:6]1[C:7](=[O:18])[C:8]2[C:13](=[C:12]([O:14][CH3:15])[C:11]([F:16])=[C:10]([F:17])[CH:9]=2)[N:4]([CH:1]2[CH2:2][CH2:3]2)[CH:5]=1)=[O:21])[F:24]. The catalyst class is: 1. (3) Reactant: [Cl:1][C:2]1[CH:3]=[C:4]([CH:8]=[C:9]([Cl:11])[CH:10]=1)[C:5](Cl)=[O:6].[Cl:12][C:13]1[CH:21]=[C:20]2[C:16]([C:17]([NH2:22])=[N:18][NH:19]2)=[CH:15][CH:14]=1. Product: [Cl:12][C:13]1[CH:21]=[C:20]2[C:16]([C:17]([NH:22][C:5](=[O:6])[C:4]3[CH:3]=[C:2]([Cl:1])[CH:10]=[C:9]([Cl:11])[CH:8]=3)=[N:18][NH:19]2)=[CH:15][CH:14]=1. The catalyst class is: 17.